From a dataset of Experimentally validated miRNA-target interactions with 360,000+ pairs, plus equal number of negative samples. Binary Classification. Given a miRNA mature sequence and a target amino acid sequence, predict their likelihood of interaction. (1) The miRNA is hsa-miR-5590-5p with sequence UUGCCAUACAUAGACUUUAUU. The protein sequence of the target gene is MAENGKNCDQRRVAMNKEHHNGNFTDPSSVNEKKRREREERQNIVLWRQPLITLQYFSLEILVILKEWTSKLWHRQSIVVSFLLLLAVLIATYYVEGVHQQYVQRIEKQFLLYAYWIGLGILSSVGLGTGLHTFLLYLGPHIASVTLAAYECNSVNFPEPPYPDQIICPDEEGTEGTISLWSIISKVRIEACMWGIGTAIGELPPYFMARAARLSGAEPDDEEYQEFEEMLEHAESAQDFASRAKLAVQKLVQKVGFFGILACASIPNPLFDLAGITCGHFLVPFWTFFGATLIGKAIIK.... Result: 1 (interaction). (2) The miRNA is hsa-miR-493-5p with sequence UUGUACAUGGUAGGCUUUCAUU. The protein sequence of the target gene is MQSTTNYLWHTDDLLGQGATASVYKARNKKSGEVVAVKVFNSASYRRPPEVQVREFEVLRRLNHQNIVKLFAVEETGGSRQKVLIMEYCSSGSLLSVLEDPENTFGLSEEEFLVVLRCVVAGMNHLRENGIVHRDIKPGNIMRLVGEEGQSIYKLSDFGAARKLDDDEKFVSVYGTEEYLHPDMYERAVLRKPQQKAFGVTVDLWSIGVTLYHAATGSLPFIPFGGPRRNKEIMYRITTEKPAGAISGTQKQENGPLEWSYSLPITCRLSMGLQNQLVPILANILEVEEDKCWGFDQFFA.... Result: 0 (no interaction). (3) The protein sequence of the target gene is MERRMKAGYLDQQVPYTFSSKSPGNGSLREALIGPLGKLMDPGSLPPLDSEDLFQDLSHFQETWLAEAQVPDSDEQFVPDFHSENLAFHSPTTRIKKEPQSPRTDPALSCSRKPPLPYHHGEQCLYSSAYDPPRQIAIKSPAPGALGQSPLQPFPRAEQRNFLRSSGTSQPHPGHGYLGEHSSVFQQPLDICHSFTSQGGGREPLPAPYQHQLSEPCPPYPQQSFKQEYHDPLYEQAGQPAVDQGGVNGHRYPGAGVVIKQEQTDFAYDSDVTGCASMYLHTEGFSGPSPGDGAMGYGYE.... Result: 0 (no interaction). The miRNA is hsa-miR-10a-5p with sequence UACCCUGUAGAUCCGAAUUUGUG. (4) The protein sequence of the target gene is MPEEMDKPLISLHLVDSDSSLAKVPDEAPKVGILGSGDFARSLATRLVGSGFKVVVGSRNPKRTARLFPSAAQVTFQEEAVSSPEVIFVAVFREHYSSLCSLSDQLAGKILVDVSNPTEQEHLQHRESNAEYLASLFPTCTVVKAFNVISAWTLQAGPRDGNRQVPICGDQPEAKRAVSEMALAMGFMPVDMGSLASAWEVEAMPLRLLPAWKVPTLLALGLFVCFYAYNFVRDVLQPYVQESQNKFFKLPVSVVNTTLPCVAYVLLSLVYLPGVLAAALQLRRGTKYQRFPDWLDHWLQ.... Result: 1 (interaction). The miRNA is hsa-miR-92a-1-5p with sequence AGGUUGGGAUCGGUUGCAAUGCU. (5) The miRNA is hsa-miR-1226-5p with sequence GUGAGGGCAUGCAGGCCUGGAUGGGG. The protein sequence of the target gene is MVSGPLALRWCAWAGRGDMGPDMELPSHSKQLLLQLNQQRTKGFLCDVIIMVENSIFRAHKNVLAASSIYFKSLVLHDNLINLDTDMVSSTVFQQILDFIYTGKLLPSDQPAEPNFSTLLTAASYLQLPELAALCRRKLKRAGKPFGSGRAGSTGMGRPPRSQRLSTASVIQARYQGLVDGRKGAHAPQELPQAKGSDDELFLGGSNQDSVQGLGRAVCPAGGEAGLGGCSSSTNGSSGGCEQELGLDLSKKSPPLPPATPGPHLTPDDAAQLSDSQHGSPPAASAPPVANSASYSELGG.... Result: 1 (interaction). (6) The miRNA is hsa-miR-1277-5p with sequence AAAUAUAUAUAUAUAUGUACGUAU. The protein sequence of the target gene is MGKTKDIGDDDTVASEFWSGALSQPSSVPTRPRTPNRDSWRRAWAARGLHPRPSILQPGPARLSRARAGGTRCPQRRHGRATFCALGRGIGVRRGPGPRPARIPGLTLTWKRMSARRMQWAMQTGGRNQTFGGGVPLFWTWLTICCAVWRSLPCRLTHSCSRAFSSAPLKKTKSSMLPPKQALASAARNLCRGAGCNRQAVAGQLLPSTWSLHAHGLAKEAPILPVKKISRSCSVNNKVSKKTTKPPTLRSFLSPI. Result: 1 (interaction). (7) The miRNA is hsa-miR-339-5p with sequence UCCCUGUCCUCCAGGAGCUCACG. The protein sequence of the target gene is MAVCARLCGVGPSRGCRRRQQRRGPAETAAADSEPDTDPEEERIEASAGVGGGLCAGPSPPPPRCSLLELPPELLVEIFASLPGTDLPSLAQVCTKFRRILHTDTIWRRRCREEYGVCENLRKLEITGVSCRDVYAKLLHRYRHILGLWQPDIGPYGGLLNVVVDGLFIIGWMYLPPHDPHVDDPMRFKPLFRIHLMERKAATVECMYGHKGPHHGHIQIVKKDEFSTKCNQTDHHRMSGGRQEEFRTWLREEWGRTLEDIFHEHMQELILMKFIYTSQYDNCLTYRRIYLPPSRPDDLI.... Result: 1 (interaction). (8) The miRNA is hsa-miR-4259 with sequence CAGUUGGGUCUAGGGGUCAGGA. The protein sequence of the target gene is MVQRDMSKSPPTAAAAVAQEIQMELLENVAPAGALGAAAQSYGKGARRKNRFKGSDGSTSSDTTSNSFVRQGSADSYTSRPSDSDVSLEEDREAVRREAERQAQAQLEKAKTKPVAFAVRTNVSYSAAHEDDVPVPGMAISFEAKDFLHVKEKFNNDWWIGRLVKEGCEIGFIPSPVKLENMRLQHEQRAKQGKFYSSKSGGNSSSSLGDIVPSSRKSTPPSSAIDIDATGLDAEENDIPANHRSPKPSANSVTSPHSKEKRMPFFKKTEHTPPYDVVPSMRPVVLVGPSLKGYEVTDMM.... Result: 0 (no interaction). (9) The protein sequence of the target gene is MRGPSGALWLLLALRTVLGGMEVRWCATSDPEQHKCGNMSEAFREAGIQPSLLCVRGTSADHCVQLIAAQEADAITLDGGAIYEAGKEHGLKPVVGEVYDQEVGTSYYAVAVVRRSSHVTIDTLKGVKSCHTGINRTVGWNVPVGYLVESGRLSVMGCDVLKAVSDYFGGSCVPGAGETSYSESLCRLCRGDSSGEGVCDKSPLERYYDYSGAFRCLAEGAGDVAFVKHSTVLENTDGKTLPSWGQALLSQDFELLCRDGSRADVTEWRQCHLARVPAHAVVVRADTDGGLIFRLLNEGQ.... The miRNA is hsa-miR-1244 with sequence AAGUAGUUGGUUUGUAUGAGAUGGUU. Result: 0 (no interaction).